Dataset: Forward reaction prediction with 1.9M reactions from USPTO patents (1976-2016). Task: Predict the product of the given reaction. (1) Given the reactants [CH2:1]([N:8]1[C:12]([CH3:13])=[CH:11][CH:10]=[C:9]1[C:14]([O:16][CH2:17][CH3:18])=[O:15])[C:2]1[CH:7]=[CH:6][CH:5]=[CH:4][CH:3]=1.[I:19]N1C(=O)CCC1=O, predict the reaction product. The product is: [CH2:1]([N:8]1[C:12]([CH3:13])=[C:11]([I:19])[CH:10]=[C:9]1[C:14]([O:16][CH2:17][CH3:18])=[O:15])[C:2]1[CH:3]=[CH:4][CH:5]=[CH:6][CH:7]=1. (2) Given the reactants [NH:1]([C:3]1[CH:8]=[C:7]([C:9]#[N:10])[CH:6]=[CH:5][N:4]=1)[NH2:2].[Cl:11][C:12]1[CH:13]=[C:14]([CH2:19][C:20](=O)[CH2:21][C:22](OC)=[O:23])[CH:15]=[C:16]([Cl:18])[CH:17]=1, predict the reaction product. The product is: [Cl:11][C:12]1[CH:13]=[C:14]([CH2:19][C:20]2[CH:21]=[C:22]([OH:23])[N:1]([C:3]3[CH:8]=[C:7]([C:9]#[N:10])[CH:6]=[CH:5][N:4]=3)[N:2]=2)[CH:15]=[C:16]([Cl:18])[CH:17]=1. (3) Given the reactants C[O:2][C:3]([C@@H:5]1[CH2:18][C:17]2[CH:16]=[C:15]3[C:10]([O:11][CH:12]([C:20]4[CH:25]=[CH:24][C:23]([O:26][CH2:27][C:28]5[CH:33]=[CH:32][C:31]([Cl:34])=[C:30]([Cl:35])[CH:29]=5)=[CH:22][CH:21]=4)[C:13](=[O:19])[NH:14]3)=[CH:9][C:8]=2[CH2:7][N:6]1[C:36]([O:38][C:39]([CH3:42])([CH3:41])[CH3:40])=[O:37])=[O:4].[OH-].[Li+].Cl, predict the reaction product. The product is: [C:39]([O:38][C:36]([N:6]1[CH:5]([C:3]([OH:4])=[O:2])[CH2:18][C:17]2[CH:16]=[C:15]3[C:10]([O:11][CH:12]([C:20]4[CH:25]=[CH:24][C:23]([O:26][CH2:27][C:28]5[CH:33]=[CH:32][C:31]([Cl:34])=[C:30]([Cl:35])[CH:29]=5)=[CH:22][CH:21]=4)[C:13](=[O:19])[NH:14]3)=[CH:9][C:8]=2[CH2:7]1)=[O:37])([CH3:42])([CH3:40])[CH3:41]. (4) Given the reactants Cl[C:2]1[CH:7]=[C:6]([O:8][C:9]2[CH:14]=[CH:13][C:12]([NH:15][C:16](=[O:18])[CH3:17])=[CH:11][C:10]=2[F:19])[CH:5]=[CH:4][N:3]=1.[NH2:20][C:21]1[CH:26]=[CH:25][CH:24]=[CH:23][CH:22]=1, predict the reaction product. The product is: [F:19][C:10]1[CH:11]=[C:12]([NH:15][C:16](=[O:18])[CH3:17])[CH:13]=[CH:14][C:9]=1[O:8][C:6]1[CH:5]=[CH:4][N:3]=[C:2]([NH:20][C:21]2[CH:26]=[CH:25][CH:24]=[CH:23][CH:22]=2)[CH:7]=1. (5) Given the reactants [Cl:1][C:2]1[C:10]([F:11])=[CH:9][C:5]([C:6](O)=[O:7])=[C:4]([F:12])[CH:3]=1.[BH4-].[Na+].B(F)(F)F, predict the reaction product. The product is: [Cl:1][C:2]1[C:10]([F:11])=[CH:9][C:5]([CH2:6][OH:7])=[C:4]([F:12])[CH:3]=1. (6) Given the reactants [CH3:1][O:2][C:3]1[CH:4]=[C:5]([CH:11]([CH2:16][C:17]2[CH:18]=[N:19][C:20]3[C:25]([CH:26]=2)=[C:24]([O:27][CH3:28])[CH:23]=[CH:22][CH:21]=3)[C:12]([O:14][CH3:15])=[O:13])[CH:6]=[CH:7][C:8]=1[O:9][CH3:10].[C:29](OC(=O)C)(=[O:31])[CH3:30], predict the reaction product. The product is: [C:29]([C:6]1[CH:7]=[C:8]([O:9][CH3:10])[C:3]([O:2][CH3:1])=[CH:4][C:5]=1[CH:11]([CH2:16][C:17]1[CH:18]=[N:19][C:20]2[C:25]([CH:26]=1)=[C:24]([O:27][CH3:28])[CH:23]=[CH:22][CH:21]=2)[C:12]([O:14][CH3:15])=[O:13])(=[O:31])[CH3:30]. (7) Given the reactants [C:1]([CH2:3][C:4]1([N:11]2[CH:15]=[C:14]([C:16]([NH2:18])=[O:17])[C:13]([NH:19][C:20]3[CH:25]=[CH:24][C:23]([F:26])=[CH:22][CH:21]=3)=[N:12]2)[CH2:9][CH2:8][CH:7](O)[CH2:6][CH2:5]1)#[N:2].CS(Cl)(=O)=O.[N-:32]=[N+:33]=[N-:34].[Na+], predict the reaction product. The product is: [N:32]([CH:7]1[CH2:6][CH2:5][C:4]([N:11]2[CH:15]=[C:14]([C:16]([NH2:18])=[O:17])[C:13]([NH:19][C:20]3[CH:21]=[CH:22][C:23]([F:26])=[CH:24][CH:25]=3)=[N:12]2)([CH2:3][C:1]#[N:2])[CH2:9][CH2:8]1)=[N+:33]=[N-:34].